Dataset: Full USPTO retrosynthesis dataset with 1.9M reactions from patents (1976-2016). Task: Predict the reactants needed to synthesize the given product. The reactants are: [Cl:1][C:2]1[C:3]([F:31])=[C:4]([CH:8]2[C:12]([C:15]3[CH:20]=[CH:19][C:18]([Cl:21])=[CH:17][C:16]=3[F:22])([C:13]#[N:14])[CH:11]([CH2:23][C:24]([CH3:27])([CH3:26])[CH3:25])[NH:10][CH:9]2[C:28](O)=[O:29])[CH:5]=[CH:6][CH:7]=1.CN(C(ON1N=NC2C=CC=NC1=2)=[N+](C)C)C.F[P-](F)(F)(F)(F)F.CCN(C(C)C)C(C)C.[NH2:65][C:66]1[CH:72]=[CH:71][C:69]([NH2:70])=[CH:68][CH:67]=1. Given the product [NH2:65][C:66]1[CH:72]=[CH:71][C:69]([NH:70][C:28]([CH:9]2[CH:8]([C:4]3[CH:5]=[CH:6][CH:7]=[C:2]([Cl:1])[C:3]=3[F:31])[C:12]([C:15]3[CH:20]=[CH:19][C:18]([Cl:21])=[CH:17][C:16]=3[F:22])([C:13]#[N:14])[CH:11]([CH2:23][C:24]([CH3:25])([CH3:26])[CH3:27])[NH:10]2)=[O:29])=[CH:68][CH:67]=1, predict the reactants needed to synthesize it.